Dataset: Reaction yield outcomes from USPTO patents with 853,638 reactions. Task: Predict the reaction yield, written as a fraction of the theoretical maximum amount of product (1.0 means a 100% yield; for example, 0.34 means a 34% yield). The reactants are [CH2:1]([Br:8])[C:2]1[CH:7]=[CH:6][CH:5]=[CH:4][CH:3]=1.C(=O)([O-])[O-].[K+].[K+].Cl.[C:16]([O:19][CH2:20][CH3:21])(=O)[CH3:17].[CH2:22](Cl)Cl.[CH3:25][CH2:26][CH2:27][CH2:28][CH2:29]C. The catalyst is C(#N)C. The product is [Br:8][C:1]1[C:2]2[CH2:7][CH2:6][CH2:5][CH2:4][C:3]=2[C:16]([O:19][CH2:20][C:21]2[CH:29]=[CH:28][CH:27]=[CH:26][CH:25]=2)=[CH:17][CH:22]=1. The yield is 0.630.